This data is from Reaction yield outcomes from USPTO patents with 853,638 reactions. The task is: Predict the reaction yield, written as a fraction of the theoretical maximum amount of product (1.0 means a 100% yield; for example, 0.34 means a 34% yield). (1) The reactants are [CH3:1][CH:2]1[CH2:4][N:3]1[P:5](=[O:12])([O:9][CH2:10][CH3:11])[O:6][CH2:7][CH3:8].[C:13]1([Mg]Cl)[CH:18]=[CH:17][CH:16]=[CH:15][CH:14]=1. The catalyst is [Cu]I.C1COCC1. The product is [C:13]1([CH2:4][CH:2]([NH:3][P:5](=[O:12])([O:9][CH2:10][CH3:11])[O:6][CH2:7][CH3:8])[CH3:1])[CH:18]=[CH:17][CH:16]=[CH:15][CH:14]=1. The yield is 0.650. (2) The reactants are [Br:1][C:2]1[CH:17]=[CH:16][C:5]([O:6][C:7]2[CH:14]=[CH:13][C:10]([C:11]#[N:12])=[C:9](Cl)[N:8]=2)=[CH:4][C:3]=1[CH:18]1[O:22][CH2:21][CH2:20][O:19]1.BrC1C=CC(OC2N=C(Cl)C=CC=2C#N)=CC=1C1OCCO1.C([O:52][CH2:53][CH2:54][NH:55][C:56]1N=C(OC2C=CC(Br)=C(C=O)C=2)C=CC=1C#N)C1C=CC=CC=1. The catalyst is C(#N)C. The product is [Br:1][C:2]1[CH:17]=[CH:16][C:5]([O:6][C:7]2[CH:14]=[CH:13][C:10]([C:11]#[N:12])=[C:9]([N:55]([CH2:54][CH2:53][OH:52])[CH3:56])[N:8]=2)=[CH:4][C:3]=1[CH:18]1[O:22][CH2:21][CH2:20][O:19]1. The yield is 0.360.